From a dataset of Full USPTO retrosynthesis dataset with 1.9M reactions from patents (1976-2016). Predict the reactants needed to synthesize the given product. (1) Given the product [CH2:22]([O:1][C:2]1[CH2:11][CH2:10][C:9]2[CH:8]=[C:7]([C@H:12]3[CH2:21][CH2:20][C@@:14]4([NH:18][C:17](=[O:19])[O:16][CH2:15]4)[CH2:13]3)[CH:6]=[CH:5][C:4]=2[CH:3]=1)[CH2:23][CH2:24][CH2:25][CH2:26][CH2:27][CH3:28], predict the reactants needed to synthesize it. The reactants are: [O:1]=[C:2]1[CH2:11][CH2:10][C:9]2[CH:8]=[C:7]([C@H:12]3[CH2:21][CH2:20][C@@:14]4([NH:18][C:17](=[O:19])[O:16][CH2:15]4)[CH2:13]3)[CH:6]=[CH:5][C:4]=2[CH2:3]1.[CH2:22](O)[CH2:23][CH2:24][CH2:25][CH2:26][CH2:27][CH3:28].O.C1(C)C=CC(S(O)(=O)=O)=CC=1. (2) Given the product [Cl:12][C:5]1[C:6]([N:23]2[CH2:24][CH2:25][N:20]([CH2:19][C:15]3[CH:14]=[N:13][CH:18]=[CH:17][CH:16]=3)[CH2:21][CH2:22]2)=[C:7]([N+:8]([O-:10])=[O:9])[C:2]([NH2:1])=[N:3][CH:4]=1, predict the reactants needed to synthesize it. The reactants are: [NH2:1][C:2]1[C:7]([N+:8]([O-:10])=[O:9])=[C:6](Cl)[C:5]([Cl:12])=[CH:4][N:3]=1.[N:13]1[CH:18]=[CH:17][CH:16]=[C:15]([CH2:19][N:20]2[CH2:25][CH2:24][NH:23][CH2:22][CH2:21]2)[CH:14]=1.C(N(C(C)C)CC)(C)C. (3) Given the product [Cl:19][C:15]1[CH:14]=[C:13]([CH:6]2[CH2:5][C:4]3[N:3]=[C:2]([NH2:1])[N:11]=[C:10]([N:24]4[CH2:25][CH2:26][N:21]([CH3:20])[CH2:22][CH2:23]4)[C:9]=3[CH2:8][CH2:7]2)[CH:18]=[CH:17][CH:16]=1, predict the reactants needed to synthesize it. The reactants are: [NH2:1][C:2]1[N:11]=[C:10](O)[C:9]2[CH2:8][CH2:7][CH:6]([C:13]3[CH:18]=[CH:17][CH:16]=[C:15]([Cl:19])[CH:14]=3)[CH2:5][C:4]=2[N:3]=1.[CH3:20][N:21]1[CH2:26][CH2:25][NH:24][CH2:23][CH2:22]1. (4) Given the product [ClH:15].[ClH:1].[Cl:15][C:16]1[CH:21]=[CH:20][CH:19]=[CH:18][C:17]=1[C:22]1[S:26][C:25]([C:27]([N:29]2[CH2:34][CH2:33][NH:32][CH2:31][CH:30]2[CH2:42][O:43][C:44]2[CH:45]=[N:46][CH:47]=[CH:48][CH:49]=2)=[O:28])=[CH:24][CH:23]=1, predict the reactants needed to synthesize it. The reactants are: [ClH:1].O1CCOCC1.OC(C(F)(F)F)=O.[Cl:15][C:16]1[CH:21]=[CH:20][CH:19]=[CH:18][C:17]=1[C:22]1[S:26][C:25]([C:27]([N:29]2[CH2:34][CH2:33][N:32](C(OC(C)(C)C)=O)[CH2:31][CH:30]2[CH2:42][O:43][C:44]2[CH:45]=[N:46][CH:47]=[CH:48][CH:49]=2)=[O:28])=[CH:24][CH:23]=1. (5) Given the product [Cl:1][C:2]1[CH:3]=[C:4]([CH:8]([O:29][CH2:30][CH2:31][NH:32][C:33](=[O:38])[C:34]([F:36])([F:37])[F:35])[C:9]2[CH:10]=[C:11]([CH:26]=[CH:27][CH:28]=2)[C:12]([NH:14][C@@H:15]([CH2:16][CH:17]2[CH2:22][CH2:21][CH2:20][CH2:19][CH2:18]2)[CH2:23][N:24]([CH3:25])[C:39](=[O:48])[O:41][CH2:42][CH2:43][Si:44]([CH3:45])([CH3:46])[CH3:47])=[O:13])[CH:5]=[CH:6][CH:7]=1, predict the reactants needed to synthesize it. The reactants are: [Cl:1][C:2]1[CH:3]=[C:4]([CH:8]([O:29][CH2:30][CH2:31][NH:32][C:33](=[O:38])[C:34]([F:37])([F:36])[F:35])[C:9]2[CH:10]=[C:11]([CH:26]=[CH:27][CH:28]=2)[C:12]([NH:14][C@H:15]([CH2:23][NH:24][CH3:25])[CH2:16][CH:17]2[CH2:22][CH2:21][CH2:20][CH2:19][CH2:18]2)=[O:13])[CH:5]=[CH:6][CH:7]=1.[C:39]([O:48]N1C(=O)CCC1=O)([O:41][CH2:42][CH2:43][Si:44]([CH3:47])([CH3:46])[CH3:45])=O.C([O-])([O-])=O.[K+].[K+].